From a dataset of Reaction yield outcomes from USPTO patents with 853,638 reactions. Predict the reaction yield, written as a fraction of the theoretical maximum amount of product (1.0 means a 100% yield; for example, 0.34 means a 34% yield). (1) The reactants are [F:1][B:2]([O:4][C:5]([C:7]1[C:16](=[O:17])[C:15]2[C:10](=[C:11](OCF)[C:12]([F:19])=[C:13]([F:18])[CH:14]=2)[N:9]([CH:23]2[CH2:25][CH2:24]2)[CH:8]=1)=[O:6])[F:3].[CH:26]1(N2C3C(=CC(F)=C(F)C=3C)C(=O)C=C2C(O)=O)CC1. No catalyst specified. The product is [F:3][B:2]([O:4][C:5]([C:7]1[C:16](=[O:17])[C:15]2[C:10](=[C:11]([CH3:26])[C:12]([F:19])=[C:13]([F:18])[CH:14]=2)[N:9]([CH:23]2[CH2:24][CH2:25]2)[CH:8]=1)=[O:6])[F:1]. The yield is 0.930. (2) The reactants are [F:1][C:2]1[CH:9]=[CH:8][C:7]([F:10])=[CH:6][C:3]=1[CH:4]=O.[CH:11]([NH2:13])=[O:12].Cl[Si](C)(C)C.[C:19]1([CH3:28])[CH:24]=[CH:23][C:22]([S:25]([OH:27])=[O:26])=[CH:21][CH:20]=1. The catalyst is O.C(OC)(C)(C)C.C(#N)C.C1(C)C=CC=CC=1. The product is [F:1][C:2]1[CH:9]=[CH:8][C:7]([F:10])=[CH:6][C:3]=1[CH:4]([S:25]([C:22]1[CH:23]=[CH:24][C:19]([CH3:28])=[CH:20][CH:21]=1)(=[O:27])=[O:26])[NH:13][CH:11]=[O:12]. The yield is 0.790. (3) The reactants are [SH:1][C:2]1[CH:9]=[CH:8][C:5]([C:6]#[N:7])=[CH:4][C:3]=1[N+:10]([O-:12])=[O:11].Br[CH2:14][C:15]1[CH:20]=[CH:19][CH:18]=[CH:17][CH:16]=1.C([O-])([O-])=O.[K+].[K+]. The catalyst is CN(C=O)C. The product is [CH2:14]([S:1][C:2]1[CH:9]=[CH:8][C:5]([C:6]#[N:7])=[CH:4][C:3]=1[N+:10]([O-:12])=[O:11])[C:15]1[CH:20]=[CH:19][CH:18]=[CH:17][CH:16]=1. The yield is 0.820. (4) The reactants are [Br:1][C:2]1[CH:3]=[C:4]2[C:8](=[C:9]([C:12]([OH:14])=[O:13])[C:10]=1[F:11])[NH:7][CH2:6][CH2:5]2. The catalyst is C1COCC1.Cl.O=[Mn]=O. The product is [Br:1][C:2]1[CH:3]=[C:4]2[C:8](=[C:9]([C:12]([OH:14])=[O:13])[C:10]=1[F:11])[NH:7][CH:6]=[CH:5]2. The yield is 0.610. (5) The reactants are C([O:3][C:4](=[O:36])[C:5]1[CH:10]=[C:9]([C@H:11]2[CH2:16][CH2:15][CH2:14][N:13]([C:17]([C:19]3[S:23][C:22]([C:24]4[CH:29]=[CH:28][C:27]([C:30]([F:33])([F:32])[F:31])=[CH:26][CH:25]=4)=[N:21][C:20]=3[CH3:34])=[O:18])[CH2:12]2)[CH:8]=[CH:7][C:6]=1[CH3:35])C.C(=O)([O-])[O-].[K+].[K+].CO. The catalyst is O. The product is [CH3:35][C:6]1[CH:7]=[CH:8][C:9]([C@H:11]2[CH2:16][CH2:15][CH2:14][N:13]([C:17]([C:19]3[S:23][C:22]([C:24]4[CH:25]=[CH:26][C:27]([C:30]([F:33])([F:31])[F:32])=[CH:28][CH:29]=4)=[N:21][C:20]=3[CH3:34])=[O:18])[CH2:12]2)=[CH:10][C:5]=1[C:4]([OH:36])=[O:3]. The yield is 0.940. (6) The reactants are [CH3:1][N:2]([CH3:25])[CH2:3][CH2:4][O:5][C:6]1[C:7]([CH3:24])=[C:8]2[N:13]([CH:14]=1)[N:12]=[CH:11][N:10]=[C:9]2[O:15][C:16]1[CH:21]=[CH:20][C:19]([NH2:22])=[CH:18][C:17]=1[F:23].[ClH:26].CN(C)CCCOC1C(C)=C2N(C=1)N=CN=C2OC1C=CC(N[C:50]([NH:52][C:53](=[O:62])[CH2:54][C:55]2[CH:60]=[CH:59][C:58]([F:61])=[CH:57][CH:56]=2)=[O:51])=CC=1F. No catalyst specified. The product is [ClH:26].[CH3:1][N:2]([CH3:25])[CH2:3][CH2:4][O:5][C:6]1[C:7]([CH3:24])=[C:8]2[N:13]([CH:14]=1)[N:12]=[CH:11][N:10]=[C:9]2[O:15][C:16]1[CH:21]=[CH:20][C:19]([NH:22][C:50]([NH:52][C:53](=[O:62])[CH2:54][C:55]2[CH:60]=[CH:59][C:58]([F:61])=[CH:57][CH:56]=2)=[O:51])=[CH:18][C:17]=1[F:23]. The yield is 0.190. (7) The yield is 0.536. The reactants are [Li+].[OH-].C[O:4][C:5](=[O:15])[C:6]1[CH:14]=[CH:13][C:9]([C:10]([NH2:12])=[O:11])=[CH:8][CH:7]=1.CO.O. The product is [C:5]([OH:15])(=[O:4])[C:6]1[CH:14]=[CH:13][C:9]([C:10]([NH2:12])=[O:11])=[CH:8][CH:7]=1. The catalyst is C1COCC1.